This data is from Reaction yield outcomes from USPTO patents with 853,638 reactions. The task is: Predict the reaction yield, written as a fraction of the theoretical maximum amount of product (1.0 means a 100% yield; for example, 0.34 means a 34% yield). (1) The reactants are [CH3:1][O:2][C:3]1[CH:20]=[CH:19][C:6]([CH2:7][N:8]2[C:12]3[N:13]=[CH:14][CH:15]=[C:16]([OH:17])[C:11]=3[C:10]([CH3:18])=[N:9]2)=[CH:5][CH:4]=1.[F:21][C:22]1[CH:27]=[C:26]([N+:28]([O-:30])=[O:29])[C:25]([F:31])=[CH:24][C:23]=1F.C(=O)([O-])[O-].[K+].[K+].CN(C=O)C. The catalyst is CCOC(C)=O.CCCCCC. The product is [F:21][C:22]1[CH:27]=[C:26]([N+:28]([O-:30])=[O:29])[C:25]([F:31])=[CH:24][C:23]=1[O:17][C:16]1[CH:15]=[CH:14][N:13]=[C:12]2[N:8]([CH2:7][C:6]3[CH:5]=[CH:4][C:3]([O:2][CH3:1])=[CH:20][CH:19]=3)[N:9]=[C:10]([CH3:18])[C:11]=12. The yield is 0.550. (2) The reactants are Br[C:2]1[C:11]2[C:6](=[CH:7][CH:8]=[C:9]([OH:12])[CH:10]=2)[N:5]=[C:4]([C:13]2[CH:18]=[CH:17][C:16]([OH:19])=[CH:15][CH:14]=2)[CH:3]=1.[CH3:20][Si:21]([C:24]#[C:25][Sn](CCCC)(CCCC)CCCC)([CH3:23])[CH3:22]. No catalyst specified. The product is [OH:19][C:16]1[CH:17]=[CH:18][C:13]([C:4]2[CH:3]=[C:2]([C:25]#[C:24][Si:21]([CH3:23])([CH3:22])[CH3:20])[C:11]3[C:6](=[CH:7][CH:8]=[C:9]([OH:12])[CH:10]=3)[N:5]=2)=[CH:14][CH:15]=1. The yield is 0.830. (3) The reactants are Br[C:2]1[CH:3]=[CH:4][C:5]2[N:6]([C:8]([C:11]([N:13]3[CH2:18][CH2:17][CH:16]([C:19]4[CH:24]=[CH:23][CH:22]=[CH:21][C:20]=4[C:25]([F:28])([F:27])[F:26])[CH2:15][CH2:14]3)=[O:12])=[N:9][N:10]=2)[CH:7]=1.[CH3:29]N1C(=O)CCC1.C[Mg+].[Br-].Cl.C([O-])(O)=O.[Na+]. The catalyst is C1COCC1. The product is [CH3:29][C:2]1[CH:3]=[CH:4][C:5]2[N:6]([C:8]([C:11]([N:13]3[CH2:18][CH2:17][CH:16]([C:19]4[CH:24]=[CH:23][CH:22]=[CH:21][C:20]=4[C:25]([F:26])([F:27])[F:28])[CH2:15][CH2:14]3)=[O:12])=[N:9][N:10]=2)[CH:7]=1. The yield is 0.800. (4) The reactants are [Cl:1][C:2]1[CH:9]=[C:8](B2OC(C)(C)C(C)(C)O2)[CH:7]=[CH:6][C:3]=1[C:4]#[N:5].Br[C:20]1[CH:21]=[C:22]([CH:26]([CH:33]2[CH2:37][CH2:36][CH2:35][CH2:34]2)[NH:27][S:28]([CH2:31][CH3:32])(=[O:30])=[O:29])[CH:23]=[N:24][CH:25]=1.C([O-])([O-])=O.[Na+].[Na+]. The catalyst is CN(C=O)C.Cl[Pd](Cl)([P](C1C=CC=CC=1)(C1C=CC=CC=1)C1C=CC=CC=1)[P](C1C=CC=CC=1)(C1C=CC=CC=1)C1C=CC=CC=1. The product is [Cl:1][C:2]1[CH:9]=[C:8]([C:20]2[CH:21]=[C:22]([CH:26]([CH:33]3[CH2:37][CH2:36][CH2:35][CH2:34]3)[NH:27][S:28]([CH2:31][CH3:32])(=[O:29])=[O:30])[CH:23]=[N:24][CH:25]=2)[CH:7]=[CH:6][C:3]=1[C:4]#[N:5]. The yield is 0.330. (5) The reactants are [C:1]([O:5][C:6]([N:8]([C:25]1[C:30]([CH3:31])=[CH:29][N:28]=[C:27](Cl)[N:26]=1)[C:9]1[CH:10]=[C:11]2[C:15](=[CH:16][CH:17]=1)[N:14]([C:18]([O:20][C:21]([CH3:24])([CH3:23])[CH3:22])=[O:19])[N:13]=[CH:12]2)=[O:7])([CH3:4])([CH3:3])[CH3:2].[CH:33]1([NH:36][C:37](=[O:55])[CH2:38][O:39][C:40]2[CH:45]=[CH:44][CH:43]=[C:42](B3OC(C)(C)C(C)(C)O3)[CH:41]=2)[CH2:35][CH2:34]1.[F-].[Cs+]. The catalyst is O1CCOCC1.O.C1C=CC([P]([Pd]([P](C2C=CC=CC=2)(C2C=CC=CC=2)C2C=CC=CC=2)([P](C2C=CC=CC=2)(C2C=CC=CC=2)C2C=CC=CC=2)[P](C2C=CC=CC=2)(C2C=CC=CC=2)C2C=CC=CC=2)(C2C=CC=CC=2)C2C=CC=CC=2)=CC=1. The product is [C:1]([O:5][C:6]([N:8]([C:25]1[C:30]([CH3:31])=[CH:29][N:28]=[C:27]([C:42]2[CH:43]=[CH:44][CH:45]=[C:40]([O:39][CH2:38][C:37]([NH:36][CH:33]3[CH2:35][CH2:34]3)=[O:55])[CH:41]=2)[N:26]=1)[C:9]1[CH:10]=[C:11]2[C:15](=[CH:16][CH:17]=1)[N:14]([C:18]([O:20][C:21]([CH3:24])([CH3:23])[CH3:22])=[O:19])[N:13]=[CH:12]2)=[O:7])([CH3:4])([CH3:3])[CH3:2]. The yield is 0.620. (6) The reactants are Cl.[C:2]1([CH:8]2[CH2:13][CH2:12][NH:11][CH2:10][CH2:9]2)[CH:7]=[CH:6][CH:5]=[CH:4][CH:3]=1.[OH-].[Na+].[Cl:16][C:17]1[N:18]([CH2:25][C@:26]2([CH3:29])[CH2:28][O:27]2)[CH:19]=[C:20]([N+:22]([O-:24])=[O:23])[N:21]=1.CN(C=O)C. The catalyst is O. The product is [Cl:16][C:17]1[N:18]([CH2:25][C@@:26]([CH3:29])([OH:27])[CH2:28][N:11]2[CH2:10][CH2:9][CH:8]([C:2]3[CH:7]=[CH:6][CH:5]=[CH:4][CH:3]=3)[CH2:13][CH2:12]2)[CH:19]=[C:20]([N+:22]([O-:24])=[O:23])[N:21]=1. The yield is 0.810. (7) The reactants are [Cl:1][C:2]1[CH:3]=[C:4]([CH:8]=[CH:9][C:10]=1[N:11]([CH2:28][CH2:29][OH:30])[C:12]([C:14]1[S:27][C:17]2[C:18]3[CH:26]=[CH:25][CH:24]=[CH:23][C:19]=3[O:20][CH2:21][CH2:22][C:16]=2[CH:15]=1)=[O:13])[C:5](O)=[O:6].[CH3:31][N:32]([CH3:37])[CH2:33][CH2:34][NH:35][CH3:36]. No catalyst specified. The product is [Cl:1][C:2]1[CH:3]=[C:4]([C:5](=[O:6])[N:35]([CH2:34][CH2:33][N:32]([CH3:37])[CH3:31])[CH3:36])[CH:8]=[CH:9][C:10]=1[N:11]([CH2:28][CH2:29][OH:30])[C:12]([C:14]1[S:27][C:17]2[C:18]3[CH:26]=[CH:25][CH:24]=[CH:23][C:19]=3[O:20][CH2:21][CH2:22][C:16]=2[CH:15]=1)=[O:13]. The yield is 0.350.